Dataset: Catalyst prediction with 721,799 reactions and 888 catalyst types from USPTO. Task: Predict which catalyst facilitates the given reaction. Reactant: Br.Cl[C:3]1[CH:4]=[C:5]([CH3:13])[C:6]2[N:7]([C:9]([NH2:12])=[N:10][N:11]=2)[N:8]=1.CN(C=O)C.[CH2:19]([NH:21][CH2:22][CH3:23])[CH3:20]. Product: [CH2:19]([N:21]([CH2:22][CH3:23])[C:3]1[CH:4]=[C:5]([CH3:13])[C:6]2[N:7]([C:9]([NH2:12])=[N:10][N:11]=2)[N:8]=1)[CH3:20]. The catalyst class is: 6.